From a dataset of Full USPTO retrosynthesis dataset with 1.9M reactions from patents (1976-2016). Predict the reactants needed to synthesize the given product. (1) Given the product [CH2:11]([S:10][C:5]1[N:4]=[CH:3][C:2]([NH:1][C:18](=[O:21])[O:19][CH3:20])=[CH:9][C:6]=1[C:7]#[N:8])[C:12]1[CH:17]=[CH:16][CH:15]=[CH:14][CH:13]=1, predict the reactants needed to synthesize it. The reactants are: [NH2:1][C:2]1[CH:3]=[N:4][C:5]([S:10][CH2:11][C:12]2[CH:17]=[CH:16][CH:15]=[CH:14][CH:13]=2)=[C:6]([CH:9]=1)[C:7]#[N:8].[C:18](Cl)(=[O:21])[O:19][CH3:20]. (2) Given the product [C:16]1([CH3:23])[CH:17]=[C:18]([CH3:22])[CH:19]=[C:20]([CH3:21])[C:15]=1[NH:14][C:12]1[O:1][C:2]2[C:7]([N+:8]([O-:10])=[O:9])=[CH:6][CH:5]=[CH:4][C:3]=2[N:11]=1, predict the reactants needed to synthesize it. The reactants are: [OH:1][C:2]1[C:7]([N+:8]([O-:10])=[O:9])=[CH:6][CH:5]=[CH:4][C:3]=1[NH:11][C:12]([NH:14][C:15]1[C:20]([CH3:21])=[CH:19][C:18]([CH3:22])=[CH:17][C:16]=1[CH3:23])=S. (3) Given the product [C:1]([NH:4][C:5]1[CH:10]=[CH:9][C:8]([O:11][CH2:30][C@@:16]([OH:31])([CH3:15])[C:17]([NH:19][C:20]2[CH:25]=[CH:24][C:23]([N+:26]([O-:28])=[O:27])=[C:22]([CH3:29])[CH:21]=2)=[O:18])=[CH:7][CH:6]=1)(=[O:3])[CH3:2], predict the reactants needed to synthesize it. The reactants are: [C:1]([NH:4][C:5]1[CH:10]=[CH:9][C:8]([OH:11])=[CH:7][CH:6]=1)(=[O:3])[CH3:2].[H-].[Na+].Br[CH2:15][C@@:16]([OH:31])([CH3:30])[C:17]([NH:19][C:20]1[CH:25]=[CH:24][C:23]([N+:26]([O-:28])=[O:27])=[C:22]([CH3:29])[CH:21]=1)=[O:18]. (4) Given the product [CH3:20][CH:18]([O:17][CH2:16][C@@H:15]([C:21]([O:23][CH3:24])=[O:22])[NH:14][C:12]([C:3]1[C:2]([NH:1][C:26]([NH:25][C:28]2[C:29]([CH3:36])=[CH:30][C:31]([CH3:35])=[CH:32][C:33]=2[CH3:34])=[O:27])=[CH:11][C:10]2[C:5](=[CH:6][CH:7]=[CH:8][CH:9]=2)[CH:4]=1)=[O:13])[CH3:19], predict the reactants needed to synthesize it. The reactants are: [NH2:1][C:2]1[C:3]([C:12]([NH:14][C@H:15]([C:21]([O:23][CH3:24])=[O:22])[CH2:16][O:17][CH:18]([CH3:20])[CH3:19])=[O:13])=[CH:4][C:5]2[C:10]([CH:11]=1)=[CH:9][CH:8]=[CH:7][CH:6]=2.[N:25]([C:28]1[C:33]([CH3:34])=[CH:32][C:31]([CH3:35])=[CH:30][C:29]=1[CH3:36])=[C:26]=[O:27].